This data is from Full USPTO retrosynthesis dataset with 1.9M reactions from patents (1976-2016). The task is: Predict the reactants needed to synthesize the given product. (1) The reactants are: Br[C:2]1[CH:7]=[CH:6][C:5]([S:8][CH3:9])=[CH:4][C:3]=1[CH3:10].[Cl-].[C:12]([O:16][C:17](=[O:20])[CH2:18][Zn+])([CH3:15])([CH3:14])[CH3:13]. Given the product [C:12]([O:16][C:17](=[O:20])[CH2:18][C:2]1[CH:7]=[CH:6][C:5]([S:8][CH3:9])=[CH:4][C:3]=1[CH3:10])([CH3:15])([CH3:14])[CH3:13], predict the reactants needed to synthesize it. (2) Given the product [N+:45]([C:42]1[CH:43]=[CH:44][C:30]([C:25]2[CH:24]=[CH:29][CH:28]=[CH:27][CH:26]=2)=[C:40]([C:48]([F:49])([F:50])[F:51])[CH:41]=1)([O-:47])=[O:46], predict the reactants needed to synthesize it. The reactants are: C1(B(O)O)C=CC=CC=1.[C:25]1([CH3:30])[CH:26]=[CH:27][CH:28]=[CH:29][C:24]=1P([C:24]1[CH:29]=[CH:28][CH:27]=[CH:26][C:25]=1[CH3:30])[C:24]1[CH:29]=[CH:28][CH:27]=[CH:26][C:25]=1[CH3:30].C(=O)([O-])[O-].[K+].[K+].BrC1[CH:44]=[CH:43][C:42]([N+:45]([O-:47])=[O:46])=[CH:41][C:40]=1[C:48]([F:51])([F:50])[F:49].